This data is from Reaction yield outcomes from USPTO patents with 853,638 reactions. The task is: Predict the reaction yield, written as a fraction of the theoretical maximum amount of product (1.0 means a 100% yield; for example, 0.34 means a 34% yield). (1) The reactants are [Li+].C[CH:3]([N-:5][CH:6]([CH3:8])C)[CH3:4].[N:9]1[CH:14]=[CH:13][C:12]([CH3:15])=[CH:11][CH:10]=1.I[CH2:17][CH2:18][CH2:19][CH2:20][CH2:21][CH2:22][CH2:23][CH2:24]CCI.[NH4+].[Cl-].[CH2:30]1[CH2:34]O[CH2:32][CH2:31]1. No catalyst specified. The product is [CH2:30]([C:34]1[CH:4]=[CH:3][N:5]=[CH:6][CH:8]=1)[CH2:31][CH2:32][CH2:17][CH2:18][CH2:19][CH2:20][CH2:21][CH2:22][CH2:23][CH2:24][CH2:15][C:12]1[CH:13]=[CH:14][N:9]=[CH:10][CH:11]=1. The yield is 0.800. (2) The reactants are [Br:1][CH2:2][C@@H:3]([C:5]1[CH:10]=[CH:9][C:8]([O:11][CH2:12][C:13]2[CH:18]=[CH:17][CH:16]=[CH:15][CH:14]=2)=[C:7]([NH:19][CH:20]=[O:21])[CH:6]=1)[OH:4].N1C=CN=C1.[Si:27](Cl)([C:30]([CH3:33])([CH3:32])[CH3:31])([CH3:29])[CH3:28]. The catalyst is CN(C)C=O.C(OC(C)C)(=O)C. The product is [CH2:12]([O:11][C:8]1[CH:9]=[CH:10][C:5]([C@@H:3]([O:4][Si:27]([C:30]([CH3:33])([CH3:32])[CH3:31])([CH3:29])[CH3:28])[CH2:2][Br:1])=[CH:6][C:7]=1[NH:19][CH:20]=[O:21])[C:13]1[CH:14]=[CH:15][CH:16]=[CH:17][CH:18]=1. The yield is 0.680.